This data is from Full USPTO retrosynthesis dataset with 1.9M reactions from patents (1976-2016). The task is: Predict the reactants needed to synthesize the given product. Given the product [Cl:3][C:4]1[CH:9]=[C:8]([CH3:10])[CH:7]=[CH:6][C:5]=1[C:11]1[N:12]=[CH:13][S:14][C:15]=1[S:16][CH2:17][C:18]([OH:20])=[O:19], predict the reactants needed to synthesize it. The reactants are: [OH-].[Na+].[Cl:3][C:4]1[CH:9]=[C:8]([CH3:10])[CH:7]=[CH:6][C:5]=1[C:11]1[N:12]=[CH:13][S:14][C:15]=1[S:16][CH2:17][C:18]([O:20]C)=[O:19].C(O)(C(F)(F)F)=O.